Regression. Given two drug SMILES strings and cell line genomic features, predict the synergy score measuring deviation from expected non-interaction effect. From a dataset of NCI-60 drug combinations with 297,098 pairs across 59 cell lines. (1) Drug 1: C1=CC(=CC=C1CC(C(=O)O)N)N(CCCl)CCCl.Cl. Drug 2: CC1CCC2CC(C(=CC=CC=CC(CC(C(=O)C(C(C(=CC(C(=O)CC(OC(=O)C3CCCCN3C(=O)C(=O)C1(O2)O)C(C)CC4CCC(C(C4)OC)OCCO)C)C)O)OC)C)C)C)OC. Cell line: OVCAR3. Synergy scores: CSS=16.9, Synergy_ZIP=-4.75, Synergy_Bliss=-4.09, Synergy_Loewe=-3.14, Synergy_HSA=-2.50. (2) Drug 1: C1=CN(C(=O)N=C1N)C2C(C(C(O2)CO)O)O.Cl. Drug 2: CN(C(=O)NC(C=O)C(C(C(CO)O)O)O)N=O. Cell line: SNB-75. Synergy scores: CSS=5.35, Synergy_ZIP=-2.09, Synergy_Bliss=-1.43, Synergy_Loewe=-2.03, Synergy_HSA=-1.06. (3) Drug 1: C1=NC2=C(N1)C(=S)N=C(N2)N. Drug 2: C1CN1P(=S)(N2CC2)N3CC3. Cell line: NCI-H522. Synergy scores: CSS=22.3, Synergy_ZIP=-6.62, Synergy_Bliss=-4.12, Synergy_Loewe=-2.86, Synergy_HSA=-1.22.